This data is from Drug-target binding data from BindingDB using Ki measurements. The task is: Regression. Given a target protein amino acid sequence and a drug SMILES string, predict the binding affinity score between them. We predict pKi (pKi = -log10(Ki in M); higher means stronger inhibition). Dataset: bindingdb_ki. (1) The pKi is 7.8. The target protein sequence is PQVTLWQRPLVTIKIGGQLKEALLDTGADDTVLEEMSLPGRWKPKMIGGIGGFIKVRQYDQILIEICGHKAIGTVLVGPTPANIIGRNLLTQIGCTLNF. The small molecule is CC(C)[C@H](NC(=O)N(C)Cc1ccccn1)C(=O)N[C@@H](Cc1ccccc1)[C@H](O)[C@@H](O)[C@H](CC1CCCCC1)NC(=O)[C@@H](NC(=O)N(C)Cc1ccccn1)C(C)C. (2) The pKi is 8.0. The drug is C[C@H](NC(=O)[C@H](CCC(N)=O)NC(=O)[C@@H](N)CCCNC(=N)N)C(=O)N[C@@H](CCCCN)C(=O)c1nc2ccccc2s1. The target protein sequence is GSDEKDCDCGLRSFTRQARVVGGTDADEGEWPWQVSLHALGQGHICGASLISPNWLVSAAHCYIDDRGFRYSDPTQWTAFLGLHDQSQRSAPGVQERRLKRIISHPFFNDFTFDYDIALLELEKPAEYSSMVRPICLPDASHVFPAGKAIWVTGWGHTQYGGTGALILQKGEIRVINQTTCENLLPQQITPRMMCVGFLSGGVDSCQGDSGGPLSSVEADGRIFQAGVVSWGDGCAQRNKPGVYTRLPLFRDWIKENTGV. (3) The drug is C=CCN1CC[C@]23c4c5ccc(O)c4O[C@H]2C(=O)CC[C@@]3(O)[C@H]1C5. The target protein sequence is MESLFPAPFWEVLYGSPLQGNLSLLSPNHSLLPPHLLLNASHGAFLPLGLKVTIVGLYLAVCVGGLLGNCLVMYVILRHTKMKTATNIYIFNLALADTAVLLTLPFQGTDVLLGFWPFGNALCKAVIAIDYYNMFTSAFTLTAMSVDRYVAICHPIRALDVRTSSKAQAVNVAIWALASIVGVPVAIMGSAQVEDEEIECLVEIPAPQDYWGPVFAVCIFLFSFVIPVLIISVCYSLMVRRLRGVRLLSGSREKDRNLRRITRLVLVVVAVFVGCWTPVQVFVLVQGLGVQPGSETAVAVLRFCTALGYVNSCLNPILYAFLDENFKACFRKFCCAPTRRREMQVSDRVRSIAKDVALACKTSETVPRPA. The pKi is 8.8. (4) The pKi is 7.0. The target protein (Q9NSD7) has sequence MQMADAATIATMNKAAGGDKLAELFSLVPDLLEAANTSGNASLQLPDLWWELGLELPDGAPPGHPPGSGGAESADTEARVRILISVVYWVVCALGLAGNLLVLYLMKSMQGWRKSSINLFVTNLALTDFQFVLTLPFWAVENALDFKWPFGKAMCKIVSMVTSMNMYASVFFLTAMSVTRYHSVASALKSHRTRGHGRGDCCGRSLGDSCCFSAKALCVWIWALAALASLPSAIFSTTVKVMGEELCLVRFPDKLLGRDRQFWLGLYHSQKVLLGFVLPLGIIILCYLLLVRFIADRRAAGTKGGAAVAGGRPTGASARRLSKVTKSVTIVVLSFFLCWLPNQALTTWSILIKFNAVPFSQEYFLCQVYAFPVSVCLAHSNSCLNPVLYCLVRREFRKALKSLLWRIASPSITSMRPFTATTKPEHEDQGLQAPAPPHAAAEPDLLYYPPGVVVYSGGRYDLLPSSSAY. The compound is CC[C@H](C)[C@@H]1NC(=O)[C@H](Cc2ccccc2)NC(=O)[C@H](CCC(=O)O)NC(=O)[C@H](CCCNC(=N)N)NC(=O)CNC(=O)[C@@H](NC(=O)[C@H](CC(C)C)NC(=O)[C@@H](N)CCCNC(=N)N)CSSC[C@H](N)C(=O)N[C@@H](CCCCN)C(=O)N[C@@H](Cc2c[nH]c3ccccc23)C(=O)NCC(=O)N[C@@H](C)C(=O)N[C@@H](CO)C(=O)N[C@@H](CCCCN)C(=O)N[C@@H](CO)C(=O)N[C@@H](CCC(=O)O)C(=O)N[C@@H]([C@@H](C)CC)C(=O)N[C@@H](CO)C(=O)N[C@@H](CO)C(=O)N[C@@H](CC(C)C)C(=O)N[C@H](C(=O)O)CSSC[C@@H](C(=O)NCC(=O)NCC(=O)N[C@@H](CO)C(=O)N[C@@H](CCCNC(=N)N)C(=O)N[C@@H](Cc2c[nH]c3ccccc23)C(=O)O)NC(=O)[C@H]([C@@H](C)O)NC(=O)[C@H](Cc2ccccc2)NC(=O)[C@H]([C@@H](C)CC)NC(=O)[C@H](C(C)C)NC(=O)[C@H](C)NC(=O)[C@H](CCCNC(=N)N)NC1=O. (5) The pKi is 9.4. The target protein (P01355) has sequence MKCGVCLCVVMAVLAAGALAQPVVPVEAVDPMEQRAEEAPRRQLRAVLRPDSEPRARLGALLARYIQQVRKAPSGRMSVLKNLQGLDPSHRISDRDYMGWMDFGRRSAEDYEYPS. The compound is CSCCC(NC(=O)C(Cc1c[nH]c2ccccc12)NC(=O)CNC(=O)C(NC(=O)C(N)Cc1ccc(OS(=O)(=O)O)cc1)C(C)O)C(=O)NC(CC(=O)O)C(=O)NC(Cc1ccccc1)C(N)=O.